From a dataset of Reaction yield outcomes from USPTO patents with 853,638 reactions. Predict the reaction yield, written as a fraction of the theoretical maximum amount of product (1.0 means a 100% yield; for example, 0.34 means a 34% yield). (1) The reactants are [C:1]([C:5]1[CH:10]=[CH:9][C:8]([N+:11]([O-:13])=[O:12])=[CH:7][C:6]=1[S:14](Cl)(=[O:16])=[O:15])([CH3:4])([CH3:3])[CH3:2].[NH4+:18].[OH-]. The catalyst is CCOCC.O. The product is [C:1]([C:5]1[CH:10]=[CH:9][C:8]([N+:11]([O-:13])=[O:12])=[CH:7][C:6]=1[S:14]([NH2:18])(=[O:16])=[O:15])([CH3:4])([CH3:3])[CH3:2]. The yield is 0.340. (2) The yield is 0.0900. The product is [N:1]1[CH:6]=[CH:5][CH:4]=[CH:3][C:2]=1[C:7]1[N:11]=[C:10]([C:12]2[CH:13]=[C:14]([C:24]3[CH:25]=[CH:26][N:21]=[CH:22][CH:23]=3)[CH:15]=[C:16]([C:18]#[N:19])[CH:17]=2)[O:9][N:8]=1. The catalyst is C(Cl)(Cl)Cl.C1C=CC(P(C2C=CC=CC=2)C2C=CC=CC=2)=CC=1.C1C=CC(P(C2C=CC=CC=2)C2C=CC=CC=2)=CC=1.C1C=CC(P(C2C=CC=CC=2)C2C=CC=CC=2)=CC=1.C1C=CC(P(C2C=CC=CC=2)C2C=CC=CC=2)=CC=1.[Pd]. The reactants are [N:1]1[CH:6]=[CH:5][CH:4]=[CH:3][C:2]=1[C:7]1[N:11]=[C:10]([C:12]2[CH:17]=[C:16]([C:18]#[N:19])[CH:15]=[C:14](Br)[CH:13]=2)[O:9][N:8]=1.[N:21]1[CH:26]=[CH:25][C:24](B(O)O)=[CH:23][CH:22]=1.COCCOC.C(=O)([O-])[O-].[Na+].[Na+]. (3) The reactants are [CH:1]([O:4][C:5]1[CH:13]=[C:12]2[C:8]([CH:9]=[CH:10][NH:11]2)=[CH:7][C:6]=1[OH:14])([CH3:3])[CH3:2].Cl[C:16]1[CH:21]=[CH:20][N:19]=[C:18]([NH:22][C:23](=[O:25])[CH3:24])[CH:17]=1.CC(C)([O-])C.[K+].O. The catalyst is CS(C)=O.C(OCC)(=O)C. The product is [CH:1]([O:4][C:5]1[CH:13]=[C:12]2[C:8]([CH:9]=[CH:10][NH:11]2)=[CH:7][C:6]=1[O:14][C:16]1[CH:21]=[CH:20][N:19]=[C:18]([NH:22][C:23](=[O:25])[CH3:24])[CH:17]=1)([CH3:3])[CH3:2]. The yield is 0.410.